From a dataset of Reaction yield outcomes from USPTO patents with 853,638 reactions. Predict the reaction yield, written as a fraction of the theoretical maximum amount of product (1.0 means a 100% yield; for example, 0.34 means a 34% yield). (1) The product is [CH2:9]([O:8][C:1](=[O:7])[C:2](=[O:4])[CH2:26][C:25]([C:22]1[CH:21]=[CH:20][C:19]([O:18][CH2:11][C:12]2[CH:17]=[CH:16][CH:15]=[CH:14][CH:13]=2)=[CH:24][N:23]=1)=[O:27])[CH3:10]. The yield is 0.660. The reactants are [C:1]([O:8][CH2:9][CH3:10])(=[O:7])[C:2]([O:4]CC)=O.[CH2:11]([O:18][C:19]1[CH:20]=[CH:21][C:22]([C:25](=[O:27])[CH3:26])=[N:23][CH:24]=1)[C:12]1[CH:17]=[CH:16][CH:15]=[CH:14][CH:13]=1.[O-]CC.[Na+].O. The catalyst is C(O)C. (2) The reactants are [CH3:1][C:2]#[N:3].[H-].[Na+].[CH3:6][O:7][C:8]([C:10]1[S:11][C:12]([C:25](OC)=[O:26])=[CH:13][C:14]=1[O:15][CH:16]([C:18]1[CH:23]=[CH:22][CH:21]=[CH:20][C:19]=1[Cl:24])[CH3:17])=[O:9]. The catalyst is O1CCOCC1. The product is [CH3:6][O:7][C:8]([C:10]1[S:11][C:12]([C:25](=[O:26])[CH2:1][C:2]#[N:3])=[CH:13][C:14]=1[O:15][CH:16]([C:18]1[CH:23]=[CH:22][CH:21]=[CH:20][C:19]=1[Cl:24])[CH3:17])=[O:9]. The yield is 0.0600.